Binary Classification. Given a miRNA mature sequence and a target amino acid sequence, predict their likelihood of interaction. From a dataset of Experimentally validated miRNA-target interactions with 360,000+ pairs, plus equal number of negative samples. (1) Result: 1 (interaction). The miRNA is mmu-miR-30e-5p with sequence UGUAAACAUCCUUGACUGGAAG. The protein sequence of the target gene is MADPGMMSLFGEDGSLFSEGLEGLGECGYPENPVNPMGQQMPIDQGFPSLQPSLHHPSPNQNQTKLTHFDHYSQYEQKMHLMDQPNRMMGSAPGNGLASPHSQYHTPPVPQVPHGGGGGGQMGVYPGIQNERHGQSFVDGGSMWGPRAVQVPDQIRAPYQQQQPQPAPSGPPAQGHPQHMQQMGSYLARGDFSMQQHGQPQQRMGQFSQGQEGLSQGSPFIATSGPGHLSHMPQQSPSMAPSLRHPVQQQFHHHPAALHGESVAHSPRFSPNPPQQGAVRPQTLNFSSRNQTVPSPTVNN.... (2) The miRNA is hsa-miR-6840-3p with sequence GCCCAGGACUUUGUGCGGGGUG. The protein sequence of the target gene is MVRDSMAAAFRPSNRVLLQALQILVYPGVGGSGSVSCRCPLGAKRYLLTDNVVKLKEFQQKKVAVACNLSGTKETYFRNLKKKLTQNKLILKGELITLLHLCESRDHVELAKNVIYRYHAENKNFTLGEYKFGPLFVRLCYELDLEESAVELMKDQHLRGFFSDSTSFNILMDMLFIKGKYKSALQVLIEMKNQDVKFTKDTYVLAFAICYKLNSPESFKICTTLREEALLKGEILSRRASCFAVALALNQNEMAKAVSIFSQIMNPESIACINLNIIIHIQSNMLENLIKTLKNAAEGN.... Result: 1 (interaction). (3) The miRNA is hsa-miR-5001-3p with sequence UUCUGCCUCUGUCCAGGUCCUU. The protein sequence of the target gene is MDSLFVEEVAASLVREFLSRKGLKKTCVTMDQERPRSDLSINNRNDLRKVLHLEFLYKENKAKENPLKTSLELITRYFLDHFGNTANNFTQDTPIPALSVPKKNNKVPSRCSETTLVNIYDLSDEDAGWRTSLSETSKARHDNLDGDVLGNFVSSKRPPHKSKPMQTVPGETPVLTSAWEKIDKLHSEPSLDVKRMGENSRPKSGLIVRGMMSGPIASSPQDSFHRHYLRRSSPSSSSTQPQEESRKVPELFVCTQQDILASSNSSPSRTSLGQLSELTVERQKTTASSPPHLPSKRLPP.... Result: 0 (no interaction).